The task is: Predict the product of the given reaction.. This data is from Forward reaction prediction with 1.9M reactions from USPTO patents (1976-2016). The product is: [Br:5][C:6]1[CH:11]=[CH:10][CH:9]=[C:8]2[C:7]=1[NH:12][C:13](=[O:22])[CH:14]=[CH:15]2. Given the reactants [Cl-].[Al+3].[Cl-].[Cl-].[Br:5][C:6]1[CH:11]=[CH:10][CH:9]=[CH:8][C:7]=1[NH:12][C:13](=[O:22])[CH:14]=[CH:15]C1C=CC=CC=1, predict the reaction product.